Task: Predict the product of the given reaction.. Dataset: Forward reaction prediction with 1.9M reactions from USPTO patents (1976-2016) (1) The product is: [C:13]1([C@H:12]([N:19]=[CH:5][C:6]([F:7])([F:8])[F:9])[CH3:11])[CH:18]=[CH:17][CH:16]=[CH:15][CH:14]=1. Given the reactants C(OC(O)[CH2:5][C:6]([F:9])([F:8])[F:7])C.[CH3:11][C@@H:12]([NH2:19])[C:13]1[CH:18]=[CH:17][CH:16]=[CH:15][CH:14]=1.C1(C)C=CC(S(O)(=O)=O)=CC=1, predict the reaction product. (2) Given the reactants [CH3:1][C:2]1[CH:7]=[C:6]([OH:8])[N:5]2[N:9]=[C:10]([S:12][CH3:13])[CH:11]=[C:4]2[N:3]=1.C(=O)([O-])[O-].[K+].[K+].[Cl:20][C:21]1[CH:26]=[CH:25][C:24]([CH2:27]Cl)=[CH:23][N:22]=1.O, predict the reaction product. The product is: [Cl:20][C:21]1[N:22]=[CH:23][C:24]([CH2:27][N:3]2[C:2]([CH3:1])=[CH:7][C:6](=[O:8])[N:5]3[N:9]=[C:10]([S:12][CH3:13])[CH:11]=[C:4]23)=[CH:25][CH:26]=1. (3) Given the reactants [CH2:1]([C:8]1[C:16]2[C:11](=[CH:12][CH:13]=[C:14]([C:17]3[CH:22]=[CH:21][C:20]([OH:23])=[CH:19][CH:18]=3)[CH:15]=2)[N:10]([CH3:24])[C:9]=1[C:25]1[CH:30]=[CH:29][CH:28]=[CH:27][CH:26]=1)[C:2]1[CH:7]=[CH:6][CH:5]=[CH:4][CH:3]=1.C([O-])([O-])=O.[K+].[K+].Br[CH2:38][C:39]([O:41][CH3:42])=[O:40], predict the reaction product. The product is: [CH3:42][O:41][C:39](=[O:40])[CH2:38][O:23][C:20]1[CH:21]=[CH:22][C:17]([C:14]2[CH:15]=[C:16]3[C:11](=[CH:12][CH:13]=2)[N:10]([CH3:24])[C:9]([C:25]2[CH:30]=[CH:29][CH:28]=[CH:27][CH:26]=2)=[C:8]3[CH2:1][C:2]2[CH:3]=[CH:4][CH:5]=[CH:6][CH:7]=2)=[CH:18][CH:19]=1. (4) Given the reactants [Br:1][C:2]1[CH:3]=[N:4][C:5]2[N:6]([N:8]=[C:9]([C:11]([OH:13])=O)[CH:10]=2)[CH:7]=1.[Br:14][C:15]1[N:19]2[CH2:20][CH2:21][NH:22][CH:23]([CH3:24])[C:18]2=[CH:17][C:16]=1[Br:25], predict the reaction product. The product is: [Br:1][C:2]1[CH:3]=[N:4][C:5]2[N:6]([N:8]=[C:9]([C:11]([N:22]3[CH2:21][CH2:20][N:19]4[C:15]([Br:14])=[C:16]([Br:25])[CH:17]=[C:18]4[CH:23]3[CH3:24])=[O:13])[CH:10]=2)[CH:7]=1. (5) Given the reactants CO[C:3]([C:5]1[CH:6]=[C:7]2[C:11](=[CH:12][CH:13]=1)[NH:10][N:9]=[CH:8]2)=[O:4].Br[CH2:15][C:16]1[CH:17]=[N:18][CH:19]=[CH:20][CH:21]=1, predict the reaction product. The product is: [N:18]1[CH:19]=[CH:20][CH:21]=[C:16]([CH2:15][N:10]2[C:11]3[C:7](=[CH:6][C:5]([CH2:3][OH:4])=[CH:13][CH:12]=3)[CH:8]=[N:9]2)[CH:17]=1. (6) The product is: [C:20]1([CH:26]([O:17][C:16]([C@@H:11]2[CH2:12][S:13][CH2:14][CH2:15][N:10]2[S:7]([C:4]2[CH:3]=[CH:2][C:1]([CH3:19])=[CH:6][CH:5]=2)(=[O:9])=[O:8])=[O:18])[CH2:27][CH2:28][C:29]2[CH:30]=[CH:31][CH:32]=[CH:33][CH:34]=2)[CH:25]=[CH:24][CH:23]=[CH:22][CH:21]=1. Given the reactants [C:1]1([CH3:19])[CH:6]=[CH:5][C:4]([S:7]([N:10]2[CH2:15][CH2:14][S:13][CH2:12][C@H:11]2[C:16]([OH:18])=[O:17])(=[O:9])=[O:8])=[CH:3][CH:2]=1.[C:20]1([CH:26](O)[CH2:27][CH2:28][C:29]2[CH:34]=[CH:33][CH:32]=[CH:31][CH:30]=2)[CH:25]=[CH:24][CH:23]=[CH:22][CH:21]=1.C1CCC(N=C=NC2CCCCC2)CC1, predict the reaction product. (7) Given the reactants Br[C:2]1[CH:7]=[CH:6][C:5]([OH:8])=[C:4]([CH3:9])[CH:3]=1.[C:10]12[CH2:16][C:13]([CH2:14][CH2:15]1)=[CH:12][CH:11]=2.CN([CH:20]=[O:21])C.C(N([CH2:27][CH3:28])CC)C, predict the reaction product. The product is: [CH:10]12[CH2:16][CH:13]([CH:14]([C:2]3[CH:7]=[CH:6][C:5]([OH:8])=[C:4]([CH3:9])[CH:3]=3)[CH2:15]1)[CH2:12][CH:11]2[C:2]1[CH:3]=[CH:4][C:20]([OH:21])=[C:27]([CH3:28])[CH:7]=1. (8) Given the reactants [ClH:1].CNCC(O)C(N(C)C1C=CC(C)=CC=1)C1C=CC=CC=1.C=O.[OH-].[Na+].[CH3:27][N:28]([CH3:48])[CH2:29][CH:30]([OH:47])[CH:31]([N:38]([CH3:46])[C:39]1[CH:44]=[CH:43][C:42]([CH3:45])=[CH:41][CH:40]=1)[C:32]1[CH:37]=[CH:36][CH:35]=[CH:34][CH:33]=1.Cl, predict the reaction product. The product is: [ClH:1].[CH3:48][N:28]([CH3:27])[CH2:29][CH:30]([OH:47])[CH:31]([N:38]([CH3:46])[C:39]1[CH:40]=[CH:41][C:42]([CH3:45])=[CH:43][CH:44]=1)[C:32]1[CH:37]=[CH:36][CH:35]=[CH:34][CH:33]=1. (9) Given the reactants [F:1][C:2]1[CH:7]=[CH:6][C:5]([N:8]2[C:17]3[C:12](=[CH:13][CH:14]=[CH:15][CH:16]=3)[C:11](=[O:18])[C:10]([C:19]([O-:21])=[O:20])=[CH:9]2)=[CH:4][CH:3]=1.[OH-].[Na+], predict the reaction product. The product is: [F:1][C:2]1[CH:7]=[CH:6][C:5]([N:8]2[C:17]3[C:12](=[CH:13][CH:14]=[CH:15][CH:16]=3)[C:11](=[O:18])[C:10]([C:19]([OH:21])=[O:20])=[CH:9]2)=[CH:4][CH:3]=1. (10) Given the reactants [Br:1][C:2]1[C:10]2[C:5](=[CH:6][N:7]=[CH:8][CH:9]=2)[S:4][CH:3]=1.[CH:11]([N-]C(C)C)(C)C.[Li+].C1CCCCC1.CI.[NH4+].[Cl-], predict the reaction product. The product is: [Br:1][C:2]1[C:10]2[C:5](=[CH:6][N:7]=[CH:8][CH:9]=2)[S:4][C:3]=1[CH3:11].